This data is from Reaction yield outcomes from USPTO patents with 853,638 reactions. The task is: Predict the reaction yield, written as a fraction of the theoretical maximum amount of product (1.0 means a 100% yield; for example, 0.34 means a 34% yield). (1) The reactants are [CH2:1]([N:3]1[CH2:8][C:7]([CH3:10])([CH3:9])[O:6][C:5](=[O:11])[CH:4]1[CH2:12][C:13]([OH:15])=O)[CH3:2].C(N(C(C)C)CC)(C)C.CN(C(ON1N=NC2C=CC=NC1=2)=[N+](C)C)C.F[P-](F)(F)(F)(F)F.[CH3:49][C:50]1[C:54]([NH2:55])=[C:53]([CH3:56])[O:52][N:51]=1. The catalyst is CN(C=O)C. The product is [CH3:49][C:50]1[C:54]([NH:55][C:13](=[O:15])[CH2:12][CH:4]2[C:5](=[O:11])[O:6][C:7]([CH3:9])([CH3:10])[CH2:8][N:3]2[CH2:1][CH3:2])=[C:53]([CH3:56])[O:52][N:51]=1. The yield is 0.590. (2) The reactants are P([O-])([O-])([O-])=O.[K+].[K+].[K+].[O:9]1[CH2:14][CH2:13][N:12]([C:15]2[CH:20]=[CH:19][C:18](B(O)O)=[CH:17][CH:16]=2)[CH2:11][CH2:10]1.Cl[C:25]1[CH:30]=[CH:29][N:28]=[C:27]([CH:31]([CH3:48])[C:32]([NH:34][C:35]2[CH:40]=[CH:39][C:38]([C:41]3[CH:46]=[CH:45][N:44]=[C:43]([CH3:47])[CH:42]=3)=[CH:37][CH:36]=2)=[O:33])[CH:26]=1. The catalyst is O1CCOCC1.O. The product is [CH3:47][C:43]1[CH:42]=[C:41]([C:38]2[CH:37]=[CH:36][C:35]([NH:34][C:32](=[O:33])[CH:31]([C:27]3[CH:26]=[C:25]([C:18]4[CH:19]=[CH:20][C:15]([N:12]5[CH2:13][CH2:14][O:9][CH2:10][CH2:11]5)=[CH:16][CH:17]=4)[CH:30]=[CH:29][N:28]=3)[CH3:48])=[CH:40][CH:39]=2)[CH:46]=[CH:45][N:44]=1. The yield is 0.850. (3) The reactants are Br[C:2]1[CH:7]=[CH:6][C:5]([C:8]2[C:9]3[C:14]([C:15]([C:22]4[CH:27]=[CH:26][CH:25]=[CH:24][CH:23]=4)=[C:16]4[C:21]=2[CH:20]=[CH:19][CH:18]=[CH:17]4)=[CH:13][CH:12]=[CH:11][CH:10]=3)=[CH:4][CH:3]=1.[CH:28]1[C:36]2[C:35]3[CH:37]=[CH:38][CH:39]=[CH:40][C:34]=3[O:33][C:32]=2[C:31]([C:41]2[CH:42]=[CH:43][C:44]3[NH:45][C:46]4[C:51]([C:52]=3[CH:53]=2)=[CH:50][C:49]([C:54]2[C:59]3[O:60][C:61]5[CH:66]=[CH:65][CH:64]=[CH:63][C:62]=5[C:58]=3[CH:57]=[CH:56][CH:55]=2)=[CH:48][CH:47]=4)=[CH:30][CH:29]=1.CC(C)([O-])C.[Na+].C(P(C(C)(C)C)C(C)(C)C)(C)(C)C. The catalyst is C1C=CC(/C=C/C(/C=C/C2C=CC=CC=2)=O)=CC=1.C1C=CC(/C=C/C(/C=C/C2C=CC=CC=2)=O)=CC=1.[Pd].C1(C)C=CC=CC=1.CCCCCC. The product is [CH:28]1[C:36]2[C:35]3[CH:37]=[CH:38][CH:39]=[CH:40][C:34]=3[O:33][C:32]=2[C:31]([C:41]2[CH:42]=[CH:43][C:44]3[N:45]([C:2]4[CH:3]=[CH:4][C:5]([C:8]5[C:21]6[C:16]([C:15]([C:22]7[CH:27]=[CH:26][CH:25]=[CH:24][CH:23]=7)=[C:14]7[C:9]=5[CH:10]=[CH:11][CH:12]=[CH:13]7)=[CH:17][CH:18]=[CH:19][CH:20]=6)=[CH:6][CH:7]=4)[C:46]4[C:51]([C:52]=3[CH:53]=2)=[CH:50][C:49]([C:54]2[C:59]3[O:60][C:61]5[CH:66]=[CH:65][CH:64]=[CH:63][C:62]=5[C:58]=3[CH:57]=[CH:56][CH:55]=2)=[CH:48][CH:47]=4)=[CH:30][CH:29]=1. The yield is 0.590. (4) The reactants are [NH3:1].[CH3:2][O:3][C:4]([C:6]1[C:11]([Cl:12])=[C:10](Cl)[N:9]=[C:8]([Cl:14])[N:7]=1)=[O:5]. The catalyst is O1CCOCC1. The product is [CH3:2][O:3][C:4]([C:6]1[C:11]([Cl:12])=[C:10]([NH2:1])[N:9]=[C:8]([Cl:14])[N:7]=1)=[O:5]. The yield is 0.870. (5) The product is [CH3:1][O:2][C:3]([C:5]1([C:8]2[CH:13]=[CH:12][C:11]([OH:14])=[C:10]([NH2:15])[CH:9]=2)[CH2:7][CH2:6]1)=[O:4]. The catalyst is CO.[Ni]. The reactants are [CH3:1][O:2][C:3]([C:5]1([C:8]2[CH:13]=[CH:12][C:11]([OH:14])=[C:10]([N+:15]([O-])=O)[CH:9]=2)[CH2:7][CH2:6]1)=[O:4]. The yield is 0.740. (6) The reactants are [NH2:1][C:2]1[CH:7]=[CH:6][C:5]([Cl:8])=[CH:4][N:3]=1.Cl[I:10].[OH-].[Na+]. The catalyst is C(O)(=O)C.O. The product is [Cl:8][C:5]1[CH:6]=[C:7]([I:10])[C:2]([NH2:1])=[N:3][CH:4]=1. The yield is 0.600. (7) The reactants are [N:1]1[CH:6]=[CH:5][C:4]([CH:7]2[S:12][C:11]3[CH:13]=[CH:14][CH:15]=[CH:16][C:10]=3[NH:9][C:8]2=O)=[CH:3][CH:2]=1. The catalyst is C1COCC1. The product is [N:1]1[CH:6]=[CH:5][C:4]([CH:7]2[S:12][C:11]3[CH:13]=[CH:14][CH:15]=[CH:16][C:10]=3[NH:9][CH2:8]2)=[CH:3][CH:2]=1. The yield is 0.530.